This data is from Full USPTO retrosynthesis dataset with 1.9M reactions from patents (1976-2016). The task is: Predict the reactants needed to synthesize the given product. Given the product [CH:1]1([N:4]([CH3:11])[CH2:5]/[CH:6]=[CH:7]/[C:8]([N:70]2[CH2:71][CH2:72][CH2:73][C@@H:68]([NH:67][C:66]3[C:59]4[C:60](=[N:61][CH:62]=[CH:63][C:58]=4[O:57][C:54]4[CH:55]=[CH:56][C:51]([C:50]([NH:49][C:47]5[S:48][C:44]([CH3:43])=[CH:45][N:46]=5)=[O:74])=[CH:52][CH:53]=4)[NH:64][N:65]=3)[CH2:69]2)=[O:10])[CH2:2][CH2:3]1, predict the reactants needed to synthesize it. The reactants are: [CH:1]1([N:4]([CH3:11])[CH2:5]/[CH:6]=[CH:7]/[C:8]([OH:10])=O)[CH2:3][CH2:2]1.CN(C(ON1N=NC2C=CC=CC1=2)=[N+](C)C)C.F[P-](F)(F)(F)(F)F.CCN(CC)CC.[CH3:43][C:44]1[S:48][C:47]([NH:49][C:50](=[O:74])[C:51]2[CH:56]=[CH:55][C:54]([O:57][C:58]3[CH:63]=[CH:62][N:61]=[C:60]4[NH:64][N:65]=[C:66]([NH:67][C@@H:68]5[CH2:73][CH2:72][CH2:71][NH:70][CH2:69]5)[C:59]=34)=[CH:53][CH:52]=2)=[N:46][CH:45]=1.